The task is: Predict the reactants needed to synthesize the given product.. This data is from Full USPTO retrosynthesis dataset with 1.9M reactions from patents (1976-2016). (1) Given the product [CH3:25][C:22]1[N:21]2[N:26]=[N:27][N:28]=[C:20]2[C:19]2[N:29]=[C:16]([CH2:15][O:14][N:5]=[C:4]([CH3:43])[CH3:12])[N:17]([CH2:30][CH2:31][CH2:32][CH2:33][NH:34][C:35](=[O:42])[C:36]3[CH:37]=[CH:38][CH:39]=[CH:40][CH:41]=3)[C:18]=2[C:23]=1[CH3:24], predict the reactants needed to synthesize it. The reactants are: NN.O=[C:4]1[C:12]2C(=CC=CC=2)C(=O)[N:5]1[O:14][CH2:15][C:16]1[N:17]([CH2:30][CH2:31][CH2:32][CH2:33][NH:34][C:35](=[O:42])[C:36]2[CH:41]=[CH:40][CH:39]=[CH:38][CH:37]=2)[C:18]2[C:23]([CH3:24])=[C:22]([CH3:25])[N:21]3[N:26]=[N:27][N:28]=[C:20]3[C:19]=2[N:29]=1.[CH2:43](O)C. (2) Given the product [CH3:39][O:33][C:31](=[O:32])/[CH:29]=[CH:30]/[C:10]1[CH:11]=[C:12]([CH3:13])[N:8]([CH2:7][C:6]2[CH:16]=[C:2]([Cl:1])[CH:3]=[CH:4][C:5]=2[O:17][CH2:18][C:19]2[CH:24]=[CH:23][C:22]([Cl:25])=[CH:21][CH:20]=2)[N:9]=1, predict the reactants needed to synthesize it. The reactants are: [Cl:1][C:2]1[CH:3]=[CH:4][C:5]([O:17][CH2:18][C:19]2[CH:24]=[CH:23][C:22]([Cl:25])=[CH:21][CH:20]=2)=[C:6]([CH:16]=1)[CH2:7][N:8]1[C:12]([CH3:13])=[CH:11][C:10](C=O)=[N:9]1.[Li+].[Cl-].C[C:29](P(OC)(O)=O)([C:31]([O-:33])=[O:32])[CH3:30].[CH2:39]1CCN2C(=NCCC2)CC1. (3) Given the product [Cl:1][C:2]1[CH:3]=[CH:4][C:5]([NH:8][C:9]2[N:17]=[C:16]([N:18]3[C:24]([CH3:25])=[CH:23][C:22]([CH3:21])=[N:19]3)[N:15]=[C:14]3[C:10]=2[N:11]=[CH:12][N:13]3[CH3:20])=[N:6][CH:7]=1, predict the reactants needed to synthesize it. The reactants are: [Cl:1][C:2]1[CH:3]=[CH:4][C:5]([NH:8][C:9]2[N:17]=[C:16]([NH:18][NH2:19])[N:15]=[C:14]3[C:10]=2[N:11]=[CH:12][N:13]3[CH3:20])=[N:6][CH:7]=1.[CH3:21][C:22](=O)[CH2:23][C:24](=O)[CH3:25]. (4) Given the product [CH2:1]([O:8][C:9]1[C:36]([CH3:37])=[CH:35][C:12]([C:13]([NH:15][CH2:16][C:17]([C:18]2[CH:23]=[C:22]([CH3:24])[N:21]=[C:20]([NH:25][CH:26]([CH3:28])[CH3:27])[N:19]=2)=[O:29])=[O:14])=[CH:11][C:10]=1[CH2:38][CH3:39])[C:2]1[CH:3]=[CH:4][CH:5]=[CH:6][CH:7]=1, predict the reactants needed to synthesize it. The reactants are: [CH2:1]([O:8][C:9]1[C:36]([CH3:37])=[CH:35][C:12]([C:13]([NH:15][CH2:16][C:17](OCC)([O:29]CC)[C:18]2[CH:23]=[C:22]([CH3:24])[N:21]=[C:20]([NH:25][CH:26]([CH3:28])[CH3:27])[N:19]=2)=[O:14])=[CH:11][C:10]=1[CH2:38][CH3:39])[C:2]1[CH:7]=[CH:6][CH:5]=[CH:4][CH:3]=1.[OH-].[Na+]. (5) Given the product [CH:12]1([N:11]([CH3:10])[C:23]2[N:6]=[C:4]([CH:3]=[C:2]([CH3:9])[CH3:1])[N:25]([CH3:22])[N:24]=2)[CH2:14][CH2:13]1, predict the reactants needed to synthesize it. The reactants are: [CH3:1][C:2]([CH3:9])=[CH:3][C:4]([N:6]=C=S)=O.[CH3:10][NH:11][CH:12]1[CH2:14][CH2:13]1.C(=O)([O-])[O-].[Na+].[Na+].I[CH3:22].[CH3:23][NH:24][NH2:25]. (6) Given the product [OH:6][NH:5][C:3](=[O:4])[C@:2]([CH3:1])([S:43]([CH3:46])(=[O:45])=[O:44])[CH2:13][CH2:14][N:15]1[CH:20]=[CH:19][C:18]([C:21]2[CH:26]=[CH:25][C:24]([O:27][CH2:28][C@H:29]3[CH2:30][CH2:31][C@H:32]([OH:35])[CH2:33][CH2:34]3)=[CH:23][CH:22]=2)=[CH:17][C:16]1=[O:42], predict the reactants needed to synthesize it. The reactants are: [CH3:1][C@@:2]([S:43]([CH3:46])(=[O:45])=[O:44])([CH2:13][CH2:14][N:15]1[CH:20]=[CH:19][C:18]([C:21]2[CH:26]=[CH:25][C:24]([O:27][CH2:28][C@H:29]3[CH2:34][CH2:33][C@H:32]([O:35]C4CCCCO4)[CH2:31][CH2:30]3)=[CH:23][CH:22]=2)=[CH:17][C:16]1=[O:42])[C:3]([NH:5][O:6]C1CCCCO1)=[O:4].ONC(=O)[C@](C)(S(C)(=O)=O)CCN1C=CC(C2C=CC(OC[C@H]3CC[C@@H](O)CC3)=CC=2)=CC1=O.